This data is from Catalyst prediction with 721,799 reactions and 888 catalyst types from USPTO. The task is: Predict which catalyst facilitates the given reaction. (1) Reactant: [NH2:1][C:2]1[CH:32]=[CH:31][C:5]([C:6]([N:8]2[CH2:12][CH2:11][C@@H:10]([NH:13][C:14]3[N:19]=[C:18]([C:20]4[C:28]5[C:23](=[CH:24][CH:25]=[CH:26][CH:27]=5)[NH:22][CH:21]=4)[C:17]([C:29]#[N:30])=[CH:16][N:15]=3)[CH2:9]2)=[O:7])=[CH:4][CH:3]=1.CCN(C(C)C)C(C)C.Br[CH2:43]/[CH:44]=[CH:45]/[C:46](Cl)=[O:47].[NH:49]1[CH2:54][CH2:53][O:52][CH2:51][CH2:50]1. Product: [C:29]([C:17]1[C:18]([C:20]2[C:28]3[C:23](=[CH:24][CH:25]=[CH:26][CH:27]=3)[NH:22][CH:21]=2)=[N:19][C:14]([NH:13][C@@H:10]2[CH2:11][CH2:12][N:8]([C:6]([C:5]3[CH:4]=[CH:3][C:2]([NH:1][C:46](=[O:47])/[CH:45]=[CH:44]/[CH2:43][N:49]4[CH2:54][CH2:53][O:52][CH2:51][CH2:50]4)=[CH:32][CH:31]=3)=[O:7])[CH2:9]2)=[N:15][CH:16]=1)#[N:30]. The catalyst class is: 1. (2) Reactant: [F:1][C:2]1[CH:3]=[C:4]2[C:9](=[CH:10][CH:11]=1)[N:8]=[C:7]([C:12]1[CH:17]=[CH:16][CH:15]=[CH:14][C:13]=1[OH:18])[N:6]=[C:5]2[N:19]1[CH2:24][CH2:23][N:22]([C:25](=[O:33])[C@H:26]([OH:32])[CH2:27][C:28]([CH3:31])([CH3:30])[CH3:29])[CH2:21][CH2:20]1.[ClH:34].CCOCC. Product: [ClH:34].[F:1][C:2]1[CH:3]=[C:4]2[C:9](=[CH:10][CH:11]=1)[N:8]=[C:7]([C:12]1[CH:17]=[CH:16][CH:15]=[CH:14][C:13]=1[OH:18])[N:6]=[C:5]2[N:19]1[CH2:24][CH2:23][N:22]([C:25](=[O:33])[C@H:26]([OH:32])[CH2:27][C:28]([CH3:29])([CH3:30])[CH3:31])[CH2:21][CH2:20]1. The catalyst class is: 2. (3) Reactant: [CH3:1][O:2][C:3]1[CH:24]=[CH:23][C:6]([CH2:7][N:8]2[C:13](=[O:14])[C:12]([NH:15][CH3:16])=[C:11]([C:17](N(OC)C)=[O:18])[CH:10]=[N:9]2)=[CH:5][CH:4]=1.[H-].[H-].[H-].[H-].[Li+].[Al+3]. Product: [CH3:1][O:2][C:3]1[CH:4]=[CH:5][C:6]([CH2:7][N:8]2[C:13](=[O:14])[C:12]([NH:15][CH3:16])=[C:11]([CH:17]=[O:18])[CH:10]=[N:9]2)=[CH:23][CH:24]=1. The catalyst class is: 1. (4) Reactant: C(OC([N:8]1[CH2:13][CH2:12][CH2:11][C@@H:10]([N:14]([C:32]2[N:33]=[CH:34][CH:35]=[C:36]3[CH:40]=[CH:39][N:38]([CH3:41])[C:37]=23)[C:15]([C:17]2[CH:22]=[CH:21][C:20]([C:23]3[CH:24]=[N:25][N:26]([CH3:31])[C:27]=3[C:28]([OH:30])=[O:29])=[CH:19][CH:18]=2)=[O:16])[CH2:9]1)=O)(C)(C)C.[ClH:42]. Product: [ClH:42].[CH3:31][N:26]1[C:27]([C:28]([OH:30])=[O:29])=[C:23]([C:20]2[CH:19]=[CH:18][C:17]([C:15](=[O:16])[N:14]([C:32]3[N:33]=[CH:34][CH:35]=[C:36]4[CH:40]=[CH:39][N:38]([CH3:41])[C:37]=34)[C@@H:10]3[CH2:11][CH2:12][CH2:13][NH:8][CH2:9]3)=[CH:22][CH:21]=2)[CH:24]=[N:25]1. The catalyst class is: 12.